Dataset: Merck oncology drug combination screen with 23,052 pairs across 39 cell lines. Task: Regression. Given two drug SMILES strings and cell line genomic features, predict the synergy score measuring deviation from expected non-interaction effect. Drug 1: Nc1ccn(C2OC(CO)C(O)C2(F)F)c(=O)n1. Drug 2: CCc1cnn2c(NCc3ccc[n+]([O-])c3)cc(N3CCCCC3CCO)nc12. Cell line: OCUBM. Synergy scores: synergy=-6.44.